Dataset: Reaction yield outcomes from USPTO patents with 853,638 reactions. Task: Predict the reaction yield, written as a fraction of the theoretical maximum amount of product (1.0 means a 100% yield; for example, 0.34 means a 34% yield). (1) The reactants are [CH3:1][N:2]1[CH2:7][CH2:6][N:5]([C:8]2[CH:13]=[CH:12][CH:11]=[C:10]([S:14]([N:17]3[CH2:22][CH2:21][CH:20]([C:23]4[CH:28]=[CH:27][CH:26]=[CH:25][C:24]=4[CH3:29])[CH2:19][CH2:18]3)(=[O:16])=[O:15])[N:9]=2)[CH2:4][CH2:3]1.[ClH:30]. The catalyst is ClCCl.CCOCC. The product is [ClH:30].[CH3:1][N:2]1[CH2:7][CH2:6][N:5]([C:8]2[CH:13]=[CH:12][CH:11]=[C:10]([S:14]([N:17]3[CH2:18][CH2:19][CH:20]([C:23]4[CH:28]=[CH:27][CH:26]=[CH:25][C:24]=4[CH3:29])[CH2:21][CH2:22]3)(=[O:16])=[O:15])[N:9]=2)[CH2:4][CH2:3]1. The yield is 0.880. (2) The reactants are [Br:1][C:2]1[CH:3]=[CH:4][C:5]([OH:25])=[C:6]([CH:24]=1)[C:7]([NH:9][C:10]1[S:11][C:12]([C:21](O)=[O:22])=[C:13]([C:15]2[CH:20]=[CH:19][CH:18]=[CH:17][CH:16]=2)[N:14]=1)=[O:8].CN.O.O[N:30]1[C:34]2C=CC=CC=2N=N1.CCN=C=NCCCN(C)C.Cl.Cl. The catalyst is O1CCCC1. The product is [Br:1][C:2]1[CH:3]=[CH:4][C:5]([OH:25])=[C:6]([CH:24]=1)[C:7]([NH:9][C:10]1[S:11][C:12]([C:21]([NH:30][CH3:34])=[O:22])=[C:13]([C:15]2[CH:20]=[CH:19][CH:18]=[CH:17][CH:16]=2)[N:14]=1)=[O:8]. The yield is 0.426. (3) The reactants are Br[C:2]1[CH:7]=[CH:6][C:5]([N:8]2[C:20]3[CH:19]=[CH:18][CH:17]=[CH:16][C:15]=3[C:14]3[C:9]2=[CH:10][CH:11]=[CH:12][CH:13]=3)=[CH:4][CH:3]=1.[B:21]1([B:21]2[O:25][C:24]([CH3:27])([CH3:26])[C:23]([CH3:29])([CH3:28])[O:22]2)[O:25][C:24]([CH3:27])([CH3:26])[C:23]([CH3:29])([CH3:28])[O:22]1.C([O-])(=O)C.[K+]. The catalyst is C1C=CC(P(C2C=CC=CC=2)[C-]2C=CC=C2)=CC=1.C1C=CC(P(C2C=CC=CC=2)[C-]2C=CC=C2)=CC=1.Cl[Pd]Cl.[Fe+2].O1CCOCC1. The product is [CH3:28][C:23]1([CH3:29])[C:24]([CH3:27])([CH3:26])[O:25][B:21]([C:2]2[CH:7]=[CH:6][C:5]([N:8]3[C:20]4[CH:19]=[CH:18][CH:17]=[CH:16][C:15]=4[C:14]4[C:9]3=[CH:10][CH:11]=[CH:12][CH:13]=4)=[CH:4][CH:3]=2)[O:22]1. The yield is 0.810. (4) The reactants are [CH:1]([C:4]1[C:13]2[O:12][CH2:11][C:10](=[O:14])[NH:9][C:8]=2[CH:7]=[CH:6][CH:5]=1)([CH3:3])[CH3:2].C([O-])([O-])=O.[Cs+].[Cs+].[Cl:21][CH2:22][CH2:23][CH2:24]I. The catalyst is CCCCCCC.CCOC(C)=O. The product is [Cl:21][CH2:22][CH2:23][CH2:24][N:9]1[C:8]2[CH:7]=[CH:6][CH:5]=[C:4]([CH:1]([CH3:3])[CH3:2])[C:13]=2[O:12][CH2:11][C:10]1=[O:14]. The yield is 0.700. (5) The reactants are [OH:1][C:2]1[CH:3]=[C:4]([C:20]([NH:22][CH2:23][C:24]2[CH:29]=[CH:28][C:27]([S:30]([CH3:33])(=[O:32])=[O:31])=[CH:26][CH:25]=2)=[O:21])[C:5](=[O:19])[N:6]([C:9]2[CH:14]=[CH:13][CH:12]=[C:11]([C:15]([F:18])([F:17])[F:16])[CH:10]=2)[C:7]=1[CH3:8].[C:34]([O-])([O-])=O.[K+].[K+].IC. The catalyst is CC(C)=O. The product is [CH3:34][O:1][C:2]1[CH:3]=[C:4]([C:20]([NH:22][CH2:23][C:24]2[CH:25]=[CH:26][C:27]([S:30]([CH3:33])(=[O:31])=[O:32])=[CH:28][CH:29]=2)=[O:21])[C:5](=[O:19])[N:6]([C:9]2[CH:14]=[CH:13][CH:12]=[C:11]([C:15]([F:16])([F:18])[F:17])[CH:10]=2)[C:7]=1[CH3:8]. The yield is 0.900.